Dataset: Full USPTO retrosynthesis dataset with 1.9M reactions from patents (1976-2016). Task: Predict the reactants needed to synthesize the given product. (1) The reactants are: [CH:1]1C=CC=CC=1.[OH:7][C:8]1([CH:15]=[CH:14][C:13]([O:16][CH3:17])=[CH:12][CH2:11]1)C=O.[Br:18][C:19]1[CH:33]=[CH:32][C:22]([O:23][C:24]2[CH:30]=[CH:29][C:28]([F:31])=[CH:27][C:25]=2[NH2:26])=[CH:21][CH:20]=1.[BH4-].[Na+]. Given the product [OH:7][C:8]1[CH:11]=[CH:12][C:13]([O:16][CH3:17])=[CH:14][C:15]=1[CH2:1][NH:26][C:25]1[CH:27]=[C:28]([F:31])[CH:29]=[CH:30][C:24]=1[O:23][C:22]1[CH:32]=[CH:33][C:19]([Br:18])=[CH:20][CH:21]=1, predict the reactants needed to synthesize it. (2) Given the product [CH3:57][O:58][CH2:62][C:63]1[N:64]([C:45]2[CH:46]=[CH:47][C:48]([C:51]([CH3:54])([CH3:55])[C:52]#[N:53])=[CH:49][CH:50]=2)[C:5]2[C:4]3[CH:3]=[C:2]([C:21]4[CH:22]=[N:23][C:24]5[C:19]([CH:20]=4)=[CH:18][CH:17]=[CH:26][CH:25]=5)[CH:11]=[CH:10][C:9]=3[N:8]=[CH:7][C:6]=2[N:13]=1, predict the reactants needed to synthesize it. The reactants are: Br[C:2]1[CH:11]=[CH:10][C:9]2[NH:8][C:7](=O)[C:6]3[NH:13]N=C[C:5]=3[C:4]=2[CH:3]=1.Br[C:17]1[CH:18]=[C:19]2[C:24](=[CH:25][CH:26]=1)[N:23]=[CH:22][C:21]([N+]([O-])=O)=[C:20]2C.BrC1C=C2C(=CC=1)N=CC(O)=C2C([C:45]1[CH:50]=[CH:49][C:48]([C:51]([CH3:55])([CH3:54])[C:52]#[N:53])=[CH:47][CH:46]=1)=O.C(Cl)(=O)[C:57](Cl)=[O:58].[CH3:62][CH2:63][N:64](C(C)C)C(C)C.CC([O-])(C)C.[K+]. (3) Given the product [F:38][C:36]1[CH:37]=[C:32]([NH:31][C:29](=[O:30])[CH2:28][C:25]2[NH:26][N:27]=[C:23]([NH:22][C:16]3[C:15]4[C:20](=[CH:21][C:12]([O:11][CH2:10][CH2:9][CH2:8][N:3]([CH2:1][CH3:2])[CH2:4][CH2:5][OH:6])=[C:13]([O:40][CH3:41])[CH:14]=4)[N:19]=[CH:18][N:17]=3)[CH:24]=2)[CH:33]=[C:34]([F:39])[CH:35]=1, predict the reactants needed to synthesize it. The reactants are: [CH2:1]([NH:3][CH2:4][CH2:5][OH:6])[CH3:2].Cl[CH2:8][CH2:9][CH2:10][O:11][C:12]1[CH:21]=[C:20]2[C:15]([C:16]([NH:22][C:23]3[NH:27][N:26]=[C:25]([CH2:28][C:29]([NH:31][C:32]4[CH:37]=[C:36]([F:38])[CH:35]=[C:34]([F:39])[CH:33]=4)=[O:30])[CH:24]=3)=[N:17][CH:18]=[N:19]2)=[CH:14][C:13]=1[O:40][CH3:41]. (4) Given the product [Cl:1][C:2]1[N:7]=[C:6]2[C:5]([N:13]=[CH:15][N:8]2[CH:9]2[CH2:10][CH2:11][CH2:12]2)=[C:4]([Cl:14])[N:3]=1, predict the reactants needed to synthesize it. The reactants are: [Cl:1][C:2]1[N:7]=[C:6]([NH:8][CH:9]2[CH2:12][CH2:11][CH2:10]2)[C:5]([NH2:13])=[C:4]([Cl:14])[N:3]=1.[C:15](OC(OCC)OCC)(=O)C. (5) Given the product [O:1]1[CH2:2][CH2:3][CH:4]([O:7][CH:8]([C:10]2[CH:19]=[CH:18][C:13]([C:14]([OH:16])=[O:15])=[CH:12][CH:11]=2)[CH3:9])[CH2:5][CH2:6]1, predict the reactants needed to synthesize it. The reactants are: [O:1]1[CH2:6][CH2:5][CH:4]([O:7][CH:8]([C:10]2[CH:19]=[CH:18][C:13]([C:14]([O:16]C)=[O:15])=[CH:12][CH:11]=2)[CH3:9])[CH2:3][CH2:2]1.O.[OH-].[Li+].Cl.